This data is from Forward reaction prediction with 1.9M reactions from USPTO patents (1976-2016). The task is: Predict the product of the given reaction. Given the reactants [C:1]([O:5][C:6](=[O:50])[CH2:7][C@H:8]1[CH2:13][C@@H:12]([CH2:14][CH2:15][C:16]2[N:17]([CH:45]([CH3:47])[CH3:46])[C:18]([C:34](=[O:44])[NH:35][CH2:36][CH2:37][C:38]3[CH:39]=[N:40][CH:41]=[CH:42][CH:43]=3)=[C:19]([C:28]3[CH:33]=[CH:32][CH:31]=[CH:30][CH:29]=3)[C:20]=2[C:21]2[CH:26]=[CH:25][C:24]([F:27])=[CH:23][CH:22]=2)[O:11]C(C)(C)[O:9]1)([CH3:4])([CH3:3])[CH3:2].Cl, predict the reaction product. The product is: [C:1]([O:5][C:6](=[O:50])[CH2:7][C@H:8]([OH:9])[CH2:13][C@H:12]([OH:11])[CH2:14][CH2:15][C:16]1[N:17]([CH:45]([CH3:46])[CH3:47])[C:18]([C:34](=[O:44])[NH:35][CH2:36][CH2:37][C:38]2[CH:39]=[N:40][CH:41]=[CH:42][CH:43]=2)=[C:19]([C:28]2[CH:29]=[CH:30][CH:31]=[CH:32][CH:33]=2)[C:20]=1[C:21]1[CH:22]=[CH:23][C:24]([F:27])=[CH:25][CH:26]=1)([CH3:2])([CH3:4])[CH3:3].